From a dataset of Reaction yield outcomes from USPTO patents with 853,638 reactions. Predict the reaction yield, written as a fraction of the theoretical maximum amount of product (1.0 means a 100% yield; for example, 0.34 means a 34% yield). The reactants are [OH:1][CH:2]1[O:10][C@H:9]([CH2:11][OH:12])[C@@H:7](O)[C@H:5]([OH:6])[C@@H:3]1O.[C:13]([O:16][C:17](=[O:19])[CH3:18])(=[O:15])[CH3:14]. The catalyst is N1C=CC=CC=1. The product is [C:13]([O:16][CH:17]1[O:19][C@H:7]([CH2:5][O:6][C:11](=[O:12])[CH3:9])[C@@H:9]([O:10][C:2](=[O:1])[CH3:3])[C@H:11]([O:12][C:5](=[O:6])[CH3:7])[C@@H:18]1[O:10][C:2](=[O:1])[CH3:3])(=[O:15])[CH3:14]. The yield is 0.967.